Predict the reactants needed to synthesize the given product. From a dataset of Full USPTO retrosynthesis dataset with 1.9M reactions from patents (1976-2016). Given the product [C:34]([O:42][CH2:43][C@@H:44]1[C@@:48]([O:50][C:51](=[O:53])[CH3:52])([CH3:49])[C@:47]([F:55])([CH3:54])[CH:46]([N:6]2[CH:5]=[N:4][C:3]3[C:7]2=[N:8][CH:9]=[N:10][C:2]=3[Cl:1])[O:45]1)(=[O:41])[C:35]1[CH:36]=[CH:37][CH:38]=[CH:39][CH:40]=1, predict the reactants needed to synthesize it. The reactants are: [Cl:1][C:2]1[N:10]=[CH:9][N:8]=[C:7]2[C:3]=1[NH:4][CH:5]=[N:6]2.N12CCCN=C1CCCCC2.FC(F)(F)S(O[Si](C)(C)C)(=O)=O.[C:34]([O:42][CH2:43][C@@H:44]1[C@@:48]([O:50][C:51](=[O:53])[CH3:52])([CH3:49])[C@:47]([F:55])([CH3:54])[CH:46](OC(=O)C)[O:45]1)(=[O:41])[C:35]1[CH:40]=[CH:39][CH:38]=[CH:37][CH:36]=1.